From a dataset of TCR-epitope binding with 47,182 pairs between 192 epitopes and 23,139 TCRs. Binary Classification. Given a T-cell receptor sequence (or CDR3 region) and an epitope sequence, predict whether binding occurs between them. (1) The epitope is TPQDLNTML. The TCR CDR3 sequence is CASSIDLGTGLTDTQYF. Result: 0 (the TCR does not bind to the epitope). (2) The epitope is ILKEPVHGV. The TCR CDR3 sequence is CASSWTTGTGGFYNEQFF. Result: 0 (the TCR does not bind to the epitope). (3) The epitope is LEPLVDLPI. The TCR CDR3 sequence is CASSQDFPGQYQPQHF. Result: 1 (the TCR binds to the epitope).